This data is from Forward reaction prediction with 1.9M reactions from USPTO patents (1976-2016). The task is: Predict the product of the given reaction. (1) Given the reactants C([O:3][C:4]([C:6]1[S:10][C:9]([N:11]=[N+:12]=[N-:13])=[N:8][C:7]=1[C:14]1[CH:19]=[CH:18][CH:17]=[C:16]([C:20]([F:23])([F:22])[F:21])[CH:15]=1)=[O:5])C.O1CCCC1.O.[OH-].[Li+], predict the reaction product. The product is: [N:11]([C:9]1[S:10][C:6]([C:4]([OH:5])=[O:3])=[C:7]([C:14]2[CH:19]=[CH:18][CH:17]=[C:16]([C:20]([F:23])([F:21])[F:22])[CH:15]=2)[N:8]=1)=[N+:12]=[N-:13]. (2) Given the reactants [Cl:1][C:2]1[N:10]=[C:9]2[C:5]([N:6]([CH2:15][O:16][CH2:17][CH2:18][Si:19]([CH3:22])([CH3:21])[CH3:20])[C:7](S(C)(=O)=O)=[N:8]2)=[CH:4][N:3]=1.[Si:23]([O:30][C@H:31]1[C@H:35]2[O:36][CH2:37][C@@H:38]([OH:39])[C@H:34]2[O:33][CH2:32]1)([C:26]([CH3:29])([CH3:28])[CH3:27])([CH3:25])[CH3:24].N12CCCC=C1CCCCN2, predict the reaction product. The product is: [Si:23]([O:30][C@H:31]1[C@H:35]2[O:36][CH2:37][C@@H:38]([O:39][C:7]3[N:6]([CH2:15][O:16][CH2:17][CH2:18][Si:19]([CH3:22])([CH3:21])[CH3:20])[C:5]4[C:9](=[N:10][C:2]([Cl:1])=[N:3][CH:4]=4)[N:8]=3)[C@H:34]2[O:33][CH2:32]1)([C:26]([CH3:29])([CH3:27])[CH3:28])([CH3:25])[CH3:24]. (3) The product is: [CH:7]1([C:13]2[S:14][C:15]3[C:21](=[O:22])[C:20]([NH:5][CH2:4][CH2:3][N:2]([CH3:6])[CH3:1])=[CH:19][C:18](=[O:29])[C:16]=3[N:17]=2)[CH2:8][CH2:9][CH2:10][CH2:11][CH2:12]1. Given the reactants [CH3:1][N:2]([CH3:6])[CH2:3][CH2:4][NH2:5].[CH:7]1([C:13]2[S:14][C:15]3[C:21](=[O:22])[CH:20]=[C:19](NCCN(C)C)[C:18](=[O:29])[C:16]=3[N:17]=2)[CH2:12][CH2:11][CH2:10][CH2:9][CH2:8]1, predict the reaction product. (4) Given the reactants [OH:1][C@@H:2]([C@H:4]1[C:25](=[O:26])[N:6]2[C@@H:7]([C:12]([O:14][CH2:15][C:16]3[CH:21]=[CH:20][C:19]([N+:22]([O-:24])=[O:23])=[CH:18][CH:17]=3)=[O:13])[C:8](=O)[C@H:9]([CH3:10])[C@H:5]12)[CH3:3].[CH:27]([NH:29][CH2:30][CH2:31][S:32][C:33]1[N:34]=[CH:35][N:36]2[CH:40]=[C:39]([Sn](CCCC)(CCCC)CCCC)[S:38][C:37]=12)=[O:28], predict the reaction product. The product is: [CH:27]([NH:29][CH2:30][CH2:31][S:32][C:33]1[N:34]=[CH:35][N:36]2[CH:40]=[C:39]([C:8]3[C@H:9]([CH3:10])[C@@H:5]4[C@@H:4]([C@H:2]([OH:1])[CH3:3])[C:25](=[O:26])[N:6]4[C:7]=3[C:12]([O:14][CH2:15][C:16]3[CH:17]=[CH:18][C:19]([N+:22]([O-:24])=[O:23])=[CH:20][CH:21]=3)=[O:13])[S:38][C:37]=12)=[O:28]. (5) Given the reactants [C:1]([N:4]1[CH2:10][CH2:9][CH2:8][N:7]2[CH:11]([CH:24]([C:31]3[CH:36]=[CH:35][CH:34]=[CH:33][CH:32]=3)[C:25]3[CH:30]=[CH:29][CH:28]=[CH:27][CH:26]=3)[CH2:12][N:13](CC3C=CC=CC=3OC)[CH2:14][C@@H:6]2[CH2:5]1)(=[O:3])[CH3:2].[ClH:37], predict the reaction product. The product is: [ClH:37].[ClH:37].[C:1]([N:4]1[CH2:10][CH2:9][CH2:8][N:7]2[CH:11]([CH:24]([C:31]3[CH:36]=[CH:35][CH:34]=[CH:33][CH:32]=3)[C:25]3[CH:26]=[CH:27][CH:28]=[CH:29][CH:30]=3)[CH2:12][NH:13][CH2:14][C@@H:6]2[CH2:5]1)(=[O:3])[CH3:2]. (6) Given the reactants [CH3:1][C:2]([CH3:21])([CH3:20])[C:3]([NH:5][C:6]1[CH:15]=[CH:14][CH:13]=[C:12]([O:16][CH2:17][C:18]#[CH:19])[C:7]=1[C:8]([O:10][CH3:11])=[O:9])=[O:4], predict the reaction product. The product is: [CH3:1][C:2]([CH3:21])([CH3:20])[C:3]([NH:5][C:6]1[C:7]([C:8]([O:10][CH3:11])=[O:9])=[C:12]2[C:13]([CH:19]=[CH:18][CH2:17][O:16]2)=[CH:14][CH:15]=1)=[O:4]. (7) Given the reactants [F:1][C:2]1[CH:3]=[C:4]2[C:8](=[CH:9][CH:10]=1)[NH:7][C:6](=[O:11])[CH2:5]2.C[Si]([N-][Si](C)(C)C)(C)C.[Li+].[Cl:22][C:23]1[C:28]2[CH2:29][O:30][C:31](=O)[C:27]=2[CH:26]=[CH:25][N:24]=1.Cl, predict the reaction product. The product is: [Cl:22][C:23]1[C:28]2[CH2:29][O:30][C:31](=[C:5]3[C:4]4[C:8](=[CH:9][CH:10]=[C:2]([F:1])[CH:3]=4)[NH:7][C:6]3=[O:11])[C:27]=2[CH:26]=[CH:25][N:24]=1.